This data is from Forward reaction prediction with 1.9M reactions from USPTO patents (1976-2016). The task is: Predict the product of the given reaction. (1) Given the reactants [CH2:1]([CH:3]([N:6]1[C:10]2[N:11]=[C:12]([N:16]([CH2:26][CH3:27])[C:17]3[C:22]([CH3:23])=[CH:21][C:20]([CH3:24])=[CH:19][C:18]=3[CH3:25])[N:13]=[C:14]([CH3:15])[C:9]=2[CH2:8][C:7]1=[O:28])[CH2:4][CH3:5])[CH3:2].[CH:29](=O)[CH:30]([CH3:32])[CH3:31].N1CCCCC1.O, predict the reaction product. The product is: [CH2:1]([CH:3]([N:6]1[C:10]2[N:11]=[C:12]([N:16]([CH2:26][CH3:27])[C:17]3[C:18]([CH3:25])=[CH:19][C:20]([CH3:24])=[CH:21][C:22]=3[CH3:23])[N:13]=[C:14]([CH3:15])[C:9]=2[C:8](=[CH:29][CH:30]([CH3:32])[CH3:31])[C:7]1=[O:28])[CH2:4][CH3:5])[CH3:2]. (2) Given the reactants [Br:1][C:2]1[CH:7]=[CH:6][C:5]([CH:8](Br)[CH3:9])=[CH:4][CH:3]=1.[NH:11]1[CH:15]=[CH:14][N:13]=[N:12]1.C(=O)([O-])[O-].[K+].[K+].N#N, predict the reaction product. The product is: [Br:1][C:2]1[CH:7]=[CH:6][C:5]([CH:8]([N:12]2[N:13]=[CH:14][CH:15]=[N:11]2)[CH3:9])=[CH:4][CH:3]=1.